From a dataset of Catalyst prediction with 721,799 reactions and 888 catalyst types from USPTO. Predict which catalyst facilitates the given reaction. (1) Reactant: [Li+].[CH3:2][Si:3]([N-][Si:3]([CH3:5])([CH3:4])[CH3:2])([CH3:5])[CH3:4].[CH3:11][O:12][C:13]1[CH:20]=[CH:19][C:18]([CH3:21])=[CH:17][C:14]=1[CH:15]=O.C[Si](Cl)(C)C.[CH2:27]([N:29](CC)CC)[CH3:28].C(Cl)(=[O:36])C. Product: [CH3:21][C:18]1[CH:19]=[CH:20][C:13]([O:12][CH3:11])=[C:14]([CH:15]=[N:29][C:27]([O:36][Si:3]([CH3:5])([CH3:4])[CH3:2])=[CH2:28])[CH:17]=1. The catalyst class is: 385. (2) Reactant: [CH2:1]([O:3][C:4]([C:6]1[C:15]2[C:10](=[CH:11][C:12]([O:16][CH3:17])=[CH:13][CH:14]=2)[CH2:9][CH2:8][N:7]=1)=[O:5])[CH3:2].[N+:18]([O-])([O-:20])=[O:19].[K+].C([O-])(O)=O.[Na+]. Product: [CH2:1]([O:3][C:4]([C:6]1[C:15]2[C:10](=[CH:11][C:12]([O:16][CH3:17])=[C:13]([N+:18]([O-:20])=[O:19])[CH:14]=2)[CH2:9][CH2:8][N:7]=1)=[O:5])[CH3:2]. The catalyst class is: 65. (3) Reactant: [CH3:1][O:2][C:3]1[CH:8]=[CH:7][CH:6]=[CH:5][C:4]=1[C:9]1[C:14]2[S:15][C:16]([C:18]([O:20]C)=[O:19])=[CH:17][C:13]=2[CH:12]=[CH:11][CH:10]=1.O.[OH-].[Li+].O. Product: [CH3:1][O:2][C:3]1[CH:8]=[CH:7][CH:6]=[CH:5][C:4]=1[C:9]1[C:14]2[S:15][C:16]([C:18]([OH:20])=[O:19])=[CH:17][C:13]=2[CH:12]=[CH:11][CH:10]=1. The catalyst class is: 5. (4) Reactant: [CH3:1][O:2][C:3]1[CH:26]=[CH:25][C:6]([CH2:7][N:8]2[CH2:14][C:13]3[CH:15]=[CH:16][C:17]([C:19](OC(C)C)=[O:20])=[N:18][C:12]=3[O:11][CH2:10][CH2:9]2)=[CH:5][CH:4]=1.[NH2:27][OH:28].[OH-].[Na+].Cl. Product: [OH:28][NH:27][C:19]([C:17]1[CH:16]=[CH:15][C:13]2[CH2:14][N:8]([CH2:7][C:6]3[CH:25]=[CH:26][C:3]([O:2][CH3:1])=[CH:4][CH:5]=3)[CH2:9][CH2:10][O:11][C:12]=2[N:18]=1)=[O:20]. The catalyst class is: 36.